From a dataset of Forward reaction prediction with 1.9M reactions from USPTO patents (1976-2016). Predict the product of the given reaction. (1) Given the reactants [Cl:1][C:2]1[CH:7]=[CH:6][C:5]([C:8]2[N:12]([CH2:13][C@H:14]([OH:19])[C:15]([F:18])([F:17])[F:16])[C:11](=[O:20])[N:10]([CH2:21][C:22]([O:24]C)=[O:23])[N:9]=2)=[CH:4][CH:3]=1.[OH-].[Li+], predict the reaction product. The product is: [Cl:1][C:2]1[CH:7]=[CH:6][C:5]([C:8]2[N:12]([CH2:13][C@H:14]([OH:19])[C:15]([F:18])([F:16])[F:17])[C:11](=[O:20])[N:10]([CH2:21][C:22]([OH:24])=[O:23])[N:9]=2)=[CH:4][CH:3]=1. (2) Given the reactants [C:1]1([CH:8]=[CH:7][CH:6]=[C:4](O)[CH:3]=1)O.[CH2:9]([C:21]1[CH:27]=[CH:26][C:24]([NH2:25])=[CH:23][CH:22]=1)[CH2:10][CH2:11][CH2:12][CH2:13][CH2:14][CH2:15][CH2:16][CH2:17][CH2:18][CH2:19][CH3:20], predict the reaction product. The product is: [CH2:20]([C:1]1[CH:8]=[CH:7][C:6]([NH:25][C:24]2[CH:23]=[CH:22][CH:21]=[C:27]([NH:25][C:24]3[CH:23]=[CH:22][C:21]([CH2:9][CH2:10][CH2:11][CH2:12][CH2:13][CH2:14][CH2:15][CH2:16][CH2:17][CH2:18][CH2:19][CH3:20])=[CH:27][CH:26]=3)[CH:26]=2)=[CH:4][CH:3]=1)[CH2:19][CH2:18][CH2:17][CH2:16][CH2:15][CH2:14][CH2:13][CH2:12][CH2:11][CH2:10][CH3:9].